This data is from NCI-60 drug combinations with 297,098 pairs across 59 cell lines. The task is: Regression. Given two drug SMILES strings and cell line genomic features, predict the synergy score measuring deviation from expected non-interaction effect. (1) Drug 1: CC12CCC3C(C1CCC2O)C(CC4=C3C=CC(=C4)O)CCCCCCCCCS(=O)CCCC(C(F)(F)F)(F)F. Drug 2: C1CCC(C(C1)N)N.C(=O)(C(=O)[O-])[O-].[Pt+4]. Cell line: SF-295. Synergy scores: CSS=22.8, Synergy_ZIP=-6.57, Synergy_Bliss=-2.89, Synergy_Loewe=-8.58, Synergy_HSA=-1.87. (2) Drug 1: C1CN1P(=S)(N2CC2)N3CC3. Drug 2: CC(C)NC(=O)C1=CC=C(C=C1)CNNC.Cl. Cell line: SK-MEL-5. Synergy scores: CSS=6.86, Synergy_ZIP=-1.66, Synergy_Bliss=3.74, Synergy_Loewe=-0.625, Synergy_HSA=2.05. (3) Drug 1: C1=CC(=CC=C1CC(C(=O)O)N)N(CCCl)CCCl.Cl. Drug 2: CC(C)(C#N)C1=CC(=CC(=C1)CN2C=NC=N2)C(C)(C)C#N. Cell line: SR. Synergy scores: CSS=47.1, Synergy_ZIP=1.89, Synergy_Bliss=2.88, Synergy_Loewe=-0.124, Synergy_HSA=3.33. (4) Synergy scores: CSS=23.9, Synergy_ZIP=1.45, Synergy_Bliss=-0.285, Synergy_Loewe=-30.3, Synergy_HSA=-2.02. Cell line: HT29. Drug 2: CN1C(=O)N2C=NC(=C2N=N1)C(=O)N. Drug 1: C1C(C(OC1N2C=C(C(=O)NC2=O)F)CO)O. (5) Drug 1: COC1=C(C=C2C(=C1)N=CN=C2NC3=CC(=C(C=C3)F)Cl)OCCCN4CCOCC4. Drug 2: CC1=C(C(=O)C2=C(C1=O)N3CC4C(C3(C2COC(=O)N)OC)N4)N. Cell line: U251. Synergy scores: CSS=38.0, Synergy_ZIP=-1.21, Synergy_Bliss=2.19, Synergy_Loewe=4.15, Synergy_HSA=4.89. (6) Drug 1: CCN(CC)CCNC(=O)C1=C(NC(=C1C)C=C2C3=C(C=CC(=C3)F)NC2=O)C. Drug 2: C1C(C(OC1N2C=NC(=NC2=O)N)CO)O. Cell line: RPMI-8226. Synergy scores: CSS=45.5, Synergy_ZIP=0.866, Synergy_Bliss=3.17, Synergy_Loewe=-10.9, Synergy_HSA=9.22. (7) Drug 1: C1=C(C(=O)NC(=O)N1)F. Drug 2: CCC1(CC2CC(C3=C(CCN(C2)C1)C4=CC=CC=C4N3)(C5=C(C=C6C(=C5)C78CCN9C7C(C=CC9)(C(C(C8N6C=O)(C(=O)OC)O)OC(=O)C)CC)OC)C(=O)OC)O.OS(=O)(=O)O. Cell line: UO-31. Synergy scores: CSS=17.8, Synergy_ZIP=-1.06, Synergy_Bliss=-1.94, Synergy_Loewe=-0.712, Synergy_HSA=-0.686. (8) Drug 1: C1CC(C1)(C(=O)O)C(=O)O.[NH2-].[NH2-].[Pt+2]. Drug 2: C(CCl)NC(=O)N(CCCl)N=O. Cell line: SNB-75. Synergy scores: CSS=0.972, Synergy_ZIP=-0.690, Synergy_Bliss=-1.47, Synergy_Loewe=-0.468, Synergy_HSA=-2.42. (9) Drug 1: C#CCC(CC1=CN=C2C(=N1)C(=NC(=N2)N)N)C3=CC=C(C=C3)C(=O)NC(CCC(=O)O)C(=O)O. Drug 2: C(CC(=O)O)C(=O)CN.Cl. Cell line: RPMI-8226. Synergy scores: CSS=1.58, Synergy_ZIP=-0.479, Synergy_Bliss=1.28, Synergy_Loewe=-0.0716, Synergy_HSA=-1.21.